From a dataset of Reaction yield outcomes from USPTO patents with 853,638 reactions. Predict the reaction yield, written as a fraction of the theoretical maximum amount of product (1.0 means a 100% yield; for example, 0.34 means a 34% yield). (1) The reactants are [CH2:1]([Sn](CCCC)(CCCC)C=C)[CH2:2]CC.[Cl-].[Li+].Br[C:19]1[CH:20]=[CH:21][CH:22]=[C:23]2[C:27]=1[NH:26][CH:25]=[CH:24]2.O. The catalyst is CN(C)C=O.C1([Pd-2](Cl)(Cl)C2C=CC=CC=2)C=CC=CC=1.C1(P(C2C=CC=CC=2)C2C=CC=CC=2)C=CC=CC=1.C(OCC)(=O)C. The product is [CH:1]([C:19]1[CH:20]=[CH:21][CH:22]=[C:23]2[C:27]=1[NH:26][CH:25]=[CH:24]2)=[CH2:2]. The yield is 0.800. (2) The catalyst is C(O)(=O)C. The product is [Br:21][C:19]1[CH:18]=[CH:17][C:14]2[C:15]3[N:9]([CH:8]=[C:7]([C:5]4[N:27]([CH:24]([CH3:26])[CH3:25])[N:2]=[CH:3][N:4]=4)[N:16]=3)[CH2:10][CH2:11][O:12][C:13]=2[CH:20]=1. The reactants are C[N:2](C)/[CH:3]=[N:4]\[C:5]([C:7]1[N:16]=[C:15]2[N:9]([CH2:10][CH2:11][O:12][C:13]3[CH:20]=[C:19]([Br:21])[CH:18]=[CH:17][C:14]=32)[CH:8]=1)=O.Cl.[CH:24]([NH:27]N)([CH3:26])[CH3:25]. The yield is 0.860. (3) The reactants are C1C=CC(P(C2C=CC=CC=2)C2C=CC=CC=2)=CC=1.[CH3:20][O:21][C:22]1[CH:27]=[CH:26][C:25]([C:28]2[CH:29]=[CH:30][C:31](=[O:38])[N:32]([CH2:34][C:35]([OH:37])=O)[CH:33]=2)=[CH:24][CH:23]=1.[NH2:39][C:40]1[CH:45]=[C:44]([F:46])[CH:43]=[CH:42][C:41]=1O.CCN(CC)CC.C(Cl)(Cl)(Cl)Cl. The catalyst is C(#N)C.N1C=CC=CC=1. The product is [F:46][C:44]1[CH:43]=[CH:42][C:41]2[O:37][C:35]([CH2:34][N:32]3[CH:33]=[C:28]([C:25]4[CH:24]=[CH:23][C:22]([O:21][CH3:20])=[CH:27][CH:26]=4)[CH:29]=[CH:30][C:31]3=[O:38])=[N:39][C:40]=2[CH:45]=1. The yield is 0.160. (4) The reactants are [Br:1][C:2]1[CH:3]=[C:4]2[C:8](=[CH:9][C:10]=1[CH3:11])[NH:7][N:6]=[CH:5]2.[F:12][C:13]1[CH:18]=[CH:17][C:16](B(O)O)=[CH:15][CH:14]=1.N1C=CC=CC=1. The catalyst is C(Cl)Cl.C(O[Cu]OC(=O)C)(=O)C. The product is [Br:1][C:2]1[CH:3]=[C:4]2[C:8](=[CH:9][C:10]=1[CH3:11])[N:7]([C:16]1[CH:17]=[CH:18][C:13]([F:12])=[CH:14][CH:15]=1)[N:6]=[CH:5]2. The yield is 0.640. (5) The reactants are [CH3:1][O:2][C@@H:3]([C@@H:12]([N:17]([CH3:25])[C:18](=[O:24])[C@H:19]([CH:21]([CH3:23])[CH3:22])[NH2:20])[C@@H:13]([CH3:16])[CH2:14][CH3:15])[CH2:4][C:5]([O:7][C:8]([CH3:11])([CH3:10])[CH3:9])=[O:6].[CH3:26][N:27]1[CH2:34][CH2:33][CH2:32][C@@:28]1([CH3:35])[C:29](O)=[O:30].CN(C(ON1N=NC2C=CC=NC1=2)=[N+](C)C)C.F[P-](F)(F)(F)(F)F.C(N(C(C)C)CC)(C)C. The catalyst is ClCCl. The product is [CH3:26][N:27]1[CH2:34][CH2:33][CH2:32][C@@:28]1([CH3:35])[C:29]([NH:20][C@H:19]([C:18]([N:17]([C@@H:12]([C@@H:13]([CH3:16])[CH2:14][CH3:15])[C@H:3]([O:2][CH3:1])[CH2:4][C:5]([O:7][C:8]([CH3:11])([CH3:9])[CH3:10])=[O:6])[CH3:25])=[O:24])[CH:21]([CH3:23])[CH3:22])=[O:30]. The yield is 0.890. (6) The reactants are Br[C:2]1[CH:8]=[CH:7][C:5]([NH2:6])=[CH:4][CH:3]=1.[F:9][C:10]([F:21])([F:20])[C:11]1[CH:16]=[CH:15][C:14](B(O)O)=[CH:13][CH:12]=1.C(=O)([O-])[O-].[K+].[K+]. The catalyst is COCCOC.O.C([O-])(=O)C.[Pd+2].C([O-])(=O)C. The product is [F:9][C:10]([F:21])([F:20])[C:11]1[CH:16]=[CH:15][C:14]([C:2]2[CH:8]=[CH:7][C:5]([NH2:6])=[CH:4][CH:3]=2)=[CH:13][CH:12]=1. The yield is 0.400. (7) The reactants are C1(C)C=CC(C(C2C=CC(C)=CC=2)S(CC(N)=O)=[O:9])=CC=1.[F:22][C:23]1[CH:28]=[CH:27][C:26]([CH:29]([C:43]2[CH:48]=[CH:47][C:46]([F:49])=[CH:45][CH:44]=2)[S:30][CH2:31][CH2:32][NH:33][CH2:34][CH2:35][CH2:36][C:37]2[CH:42]=[CH:41][CH:40]=[CH:39][CH:38]=2)=[CH:25][CH:24]=1. No catalyst specified. The product is [F:22][C:23]1[CH:24]=[CH:25][C:26]([CH:29]([C:43]2[CH:44]=[CH:45][C:46]([F:49])=[CH:47][CH:48]=2)[S:30]([CH2:31][CH2:32][NH:33][CH2:34][CH2:35][CH2:36][C:37]2[CH:42]=[CH:41][CH:40]=[CH:39][CH:38]=2)=[O:9])=[CH:27][CH:28]=1. The yield is 0.875. (8) The reactants are [NH2:1][C:2]1[N:3]=[CH:4][C:5]([C:16]2[CH:17]=[N:18][N:19]([CH:21]3[CH2:26][CH2:25][N:24]([C:27](=[O:29])[CH3:28])[CH2:23][CH2:22]3)[CH:20]=2)=[C:6]2[CH:10]=[C:9]([C:11]3[CH2:15][CH2:14][CH2:13][CH:12]=3)[O:8][C:7]=12. The catalyst is C1COCC1.[Pd]. The yield is 0.400. The product is [NH2:1][C:2]1[N:3]=[CH:4][C:5]([C:16]2[CH:17]=[N:18][N:19]([CH:21]3[CH2:26][CH2:25][N:24]([C:27](=[O:29])[CH3:28])[CH2:23][CH2:22]3)[CH:20]=2)=[C:6]2[CH:10]=[C:9]([CH:11]3[CH2:12][CH2:13][CH2:14][CH2:15]3)[O:8][C:7]=12. (9) The reactants are [Cl:1][C:2]1[CH:19]=[CH:18][C:5]([C:6]([CH:8]2[CH2:13][CH2:12][N:11]([CH2:14][C:15]([OH:17])=O)[CH2:10][CH2:9]2)=[O:7])=[CH:4][CH:3]=1.CCN=C=NCCCN(C)C.Cl.C1C=CC2N(O)N=NC=2C=1.C(N(CC)CC)C.[NH2:49][CH2:50][C:51]1[NH:52][C:53](=[O:61])[C:54]2[CH2:60][O:59][CH2:58][CH2:57][C:55]=2[N:56]=1. The catalyst is CN(C=O)C.O. The product is [Cl:1][C:2]1[CH:3]=[CH:4][C:5]([C:6]([CH:8]2[CH2:9][CH2:10][N:11]([CH2:14][C:15]([NH:49][CH2:50][C:51]3[NH:52][C:53](=[O:61])[C:54]4[CH2:60][O:59][CH2:58][CH2:57][C:55]=4[N:56]=3)=[O:17])[CH2:12][CH2:13]2)=[O:7])=[CH:18][CH:19]=1. The yield is 0.240.